This data is from Peptide-MHC class II binding affinity with 134,281 pairs from IEDB. The task is: Regression. Given a peptide amino acid sequence and an MHC pseudo amino acid sequence, predict their binding affinity value. This is MHC class II binding data. (1) The peptide sequence is VGSLQYLALTALITPKK. The MHC is DRB1_0405 with pseudo-sequence DRB1_0405. The binding affinity (normalized) is 0.921. (2) The peptide sequence is NIQIRLPWYSYLYAV. The MHC is HLA-DQA10501-DQB10201 with pseudo-sequence HLA-DQA10501-DQB10201. The binding affinity (normalized) is 0.446. (3) The peptide sequence is GEFLLDLRPATAWSLYAV. The binding affinity (normalized) is 0.249. The MHC is DRB4_0101 with pseudo-sequence DRB4_0103. (4) The peptide sequence is DANNYEQQEQASQQI. The MHC is DRB1_0901 with pseudo-sequence DRB1_0901. The binding affinity (normalized) is 0.162. (5) The peptide sequence is RQHGSEEWEPLTKKG. The MHC is DRB1_0701 with pseudo-sequence DRB1_0701. The binding affinity (normalized) is 0.0989. (6) The peptide sequence is KNKVNLLTHSINALI. The MHC is H-2-IAb with pseudo-sequence H-2-IAb. The binding affinity (normalized) is 0.360. (7) The peptide sequence is AAKPAAAATATATAA. The MHC is HLA-DQA10102-DQB10602 with pseudo-sequence HLA-DQA10102-DQB10602. The binding affinity (normalized) is 0.597. (8) The peptide sequence is GGRLAFQEFMIVPCE. The MHC is DRB1_0701 with pseudo-sequence DRB1_0701. The binding affinity (normalized) is 0.430.